From a dataset of Forward reaction prediction with 1.9M reactions from USPTO patents (1976-2016). Predict the product of the given reaction. (1) Given the reactants [CH2:1]([N:8]1[C:13](=[O:14])[C:12]([Cl:15])=[C:11](OC)[CH:10]=[N:9]1)[C:2]1[CH:7]=[CH:6][CH:5]=[CH:4][CH:3]=1.[F:18][C:19]1[CH:20]=[C:21](B(O)O)[CH:22]=[CH:23][C:24]=1[S:25][CH3:26], predict the reaction product. The product is: [CH2:1]([N:8]1[C:13](=[O:14])[C:12]([Cl:15])=[C:11]([C:21]2[CH:22]=[CH:23][C:24]([S:25][CH3:26])=[C:19]([F:18])[CH:20]=2)[CH:10]=[N:9]1)[C:2]1[CH:7]=[CH:6][CH:5]=[CH:4][CH:3]=1. (2) Given the reactants [CH:1]1([N:6]2[CH2:15][CH2:14][C:13]3[C:8](=[CH:9][CH:10]=[C:11]([OH:16])[CH:12]=3)[C:7]2=[O:17])[CH2:5][CH2:4][CH2:3][CH2:2]1.Br[CH2:19][C:20]1[CH:21]=[C:22]([C:26]2[CH:31]=[CH:30][C:29]([Cl:32])=[C:28]([C:33]([O:35]C)=[O:34])[CH:27]=2)[CH:23]=[CH:24][CH:25]=1.ClC1C=CC(C2C=CC=C(COC3C=C4C(CCN(C5CCCC5)C4=O)=CC=3)C=2)=CC=1C(O)=O, predict the reaction product. The product is: [Cl:32][C:29]1[CH:30]=[CH:31][C:26]([C:22]2[CH:23]=[CH:24][CH:25]=[C:20]([CH2:19][O:16][C:11]3[CH:12]=[C:13]4[C:8](=[CH:9][CH:10]=3)[C:7](=[O:17])[N:6]([CH:1]3[CH2:2][CH2:3][CH2:4][CH2:5]3)[CH2:15][CH2:14]4)[CH:21]=2)=[CH:27][C:28]=1[C:33]([OH:35])=[O:34].